Dataset: Forward reaction prediction with 1.9M reactions from USPTO patents (1976-2016). Task: Predict the product of the given reaction. Given the reactants O[CH:2](O)[C:3]([C:5]1[CH:10]=[CH:9][CH:8]=[C:7]([O:11][CH2:12][C:13]2[CH:18]=[CH:17][C:16]([C:19]([F:22])([F:21])[F:20])=[CH:15][CH:14]=2)[CH:6]=1)=[O:4].C1(S([CH2:33][C:34]#[N:35])(=O)=O)C=CC=CC=1.C([O-])(=O)C.[K+].[N-:41]=[N+:42]=[N-:43].[Na+], predict the reaction product. The product is: [F:22][C:19]([F:21])([F:20])[C:16]1[CH:15]=[CH:14][C:13]([CH2:12][O:11][C:7]2[CH:6]=[C:5]([CH:10]=[CH:9][CH:8]=2)[C:3]([C:2]2[N:43]=[N:42][NH:41][C:33]=2[C:34]#[N:35])=[O:4])=[CH:18][CH:17]=1.